From a dataset of Reaction yield outcomes from USPTO patents with 853,638 reactions. Predict the reaction yield, written as a fraction of the theoretical maximum amount of product (1.0 means a 100% yield; for example, 0.34 means a 34% yield). (1) The reactants are [CH3:1][N:2]1[C:10]2[CH:9]=[C:8]3[O:11][CH2:12][CH2:13][O:14][C:7]3=[CH:6][C:5]=2[CH:4]([C:15]2[CH:20]=[CH:19][CH:18]=[CH:17][C:16]=2[N+:21]([O-:23])=[O:22])[C:3]1=[O:24].C[Si]([N-][Si](C)(C)C)(C)C.[Li+].C([C:37]([O:39][CH3:40])=[O:38])#N.Cl. The catalyst is O1CCCC1. The product is [CH3:1][N:2]1[C:10]2[CH:9]=[C:8]3[O:11][CH2:12][CH2:13][O:14][C:7]3=[CH:6][C:5]=2[C:4]([C:15]2[CH:20]=[CH:19][CH:18]=[CH:17][C:16]=2[N+:21]([O-:23])=[O:22])([C:37]([O:39][CH3:40])=[O:38])[C:3]1=[O:24]. The yield is 0.440. (2) The catalyst is C(O)(=O)C. The yield is 0.760. The product is [F:1][C:2]1[CH:18]=[C:17]([C:19]([F:22])([F:20])[F:21])[CH:16]=[CH:15][C:3]=1[C:4]([NH:6][C:7]1[CH:12]=[CH:11][NH:10][C:9](=[O:13])[CH:8]=1)=[O:5]. The reactants are [F:1][C:2]1[CH:18]=[C:17]([C:19]([F:22])([F:21])[F:20])[CH:16]=[CH:15][C:3]=1[C:4]([NH:6][C:7]1[CH:12]=[CH:11][N:10]=[C:9]([O:13]C)[CH:8]=1)=[O:5].Br.